From a dataset of TCR-epitope binding with 47,182 pairs between 192 epitopes and 23,139 TCRs. Binary Classification. Given a T-cell receptor sequence (or CDR3 region) and an epitope sequence, predict whether binding occurs between them. (1) The TCR CDR3 sequence is CASSIRDIGNQPQHF. Result: 1 (the TCR binds to the epitope). The epitope is ATDALMTGY. (2) The epitope is YIFFASFYY. The TCR CDR3 sequence is CASSPWTGEGEKLFF. Result: 1 (the TCR binds to the epitope). (3) The epitope is GTSGSPIINR. The TCR CDR3 sequence is CASSLYPSGRGDEQFF. Result: 1 (the TCR binds to the epitope). (4) The epitope is LPPAYTNSF. The TCR CDR3 sequence is CASSSSISGMRPRIYEQYF. Result: 0 (the TCR does not bind to the epitope). (5) The epitope is VLWAHGFEL. The TCR CDR3 sequence is CASSEGSEKLFF. Result: 1 (the TCR binds to the epitope). (6) The epitope is CLGGLLTMV. The TCR CDR3 sequence is CASSQETGAGTQYF. Result: 0 (the TCR does not bind to the epitope). (7) Result: 1 (the TCR binds to the epitope). The TCR CDR3 sequence is CASSLVLSSPTYEQYF. The epitope is RAKFKQLL.